This data is from NCI-60 drug combinations with 297,098 pairs across 59 cell lines. The task is: Regression. Given two drug SMILES strings and cell line genomic features, predict the synergy score measuring deviation from expected non-interaction effect. (1) Drug 1: COC1=C(C=C2C(=C1)N=CN=C2NC3=CC(=C(C=C3)F)Cl)OCCCN4CCOCC4. Drug 2: C1=CC=C(C(=C1)C(C2=CC=C(C=C2)Cl)C(Cl)Cl)Cl. Synergy scores: CSS=49.3, Synergy_ZIP=2.51, Synergy_Bliss=2.54, Synergy_Loewe=-23.6, Synergy_HSA=4.06. Cell line: HCT-15. (2) Drug 1: C1=NC2=C(N=C(N=C2N1C3C(C(C(O3)CO)O)O)F)N. Drug 2: C(CC(=O)O)C(=O)CN.Cl. Cell line: NCIH23. Synergy scores: CSS=3.01, Synergy_ZIP=-5.13, Synergy_Bliss=1.62, Synergy_Loewe=-1.61, Synergy_HSA=0.302. (3) Drug 1: CC1=C(C(CCC1)(C)C)C=CC(=CC=CC(=CC(=O)O)C)C. Drug 2: C1=NC2=C(N1)C(=S)N=CN2. Cell line: MDA-MB-435. Synergy scores: CSS=36.6, Synergy_ZIP=0.275, Synergy_Bliss=1.60, Synergy_Loewe=-8.43, Synergy_HSA=1.76. (4) Drug 1: CC(C1=C(C=CC(=C1Cl)F)Cl)OC2=C(N=CC(=C2)C3=CN(N=C3)C4CCNCC4)N. Drug 2: C(CC(=O)O)C(=O)CN.Cl. Cell line: MDA-MB-231. Synergy scores: CSS=1.68, Synergy_ZIP=-4.80, Synergy_Bliss=-7.94, Synergy_Loewe=-6.66, Synergy_HSA=-6.44. (5) Drug 1: CN(C)C1=NC(=NC(=N1)N(C)C)N(C)C. Drug 2: CC12CCC3C(C1CCC2OP(=O)(O)O)CCC4=C3C=CC(=C4)OC(=O)N(CCCl)CCCl.[Na+]. Cell line: T-47D. Synergy scores: CSS=-8.93, Synergy_ZIP=0.258, Synergy_Bliss=-6.16, Synergy_Loewe=-13.5, Synergy_HSA=-10.2. (6) Drug 1: CC1C(C(=O)NC(C(=O)N2CCCC2C(=O)N(CC(=O)N(C(C(=O)O1)C(C)C)C)C)C(C)C)NC(=O)C3=C4C(=C(C=C3)C)OC5=C(C(=O)C(=C(C5=N4)C(=O)NC6C(OC(=O)C(N(C(=O)CN(C(=O)C7CCCN7C(=O)C(NC6=O)C(C)C)C)C)C(C)C)C)N)C. Drug 2: C1=NC2=C(N1)C(=S)N=CN2. Cell line: NCI-H322M. Synergy scores: CSS=43.0, Synergy_ZIP=-3.96, Synergy_Bliss=-1.79, Synergy_Loewe=-0.852, Synergy_HSA=0.545. (7) Drug 1: CC(CN1CC(=O)NC(=O)C1)N2CC(=O)NC(=O)C2. Drug 2: CC1=C2C(C(=O)C3(C(CC4C(C3C(C(C2(C)C)(CC1OC(=O)C(C(C5=CC=CC=C5)NC(=O)OC(C)(C)C)O)O)OC(=O)C6=CC=CC=C6)(CO4)OC(=O)C)O)C)O. Cell line: HCC-2998. Synergy scores: CSS=13.1, Synergy_ZIP=-2.91, Synergy_Bliss=-4.39, Synergy_Loewe=-25.7, Synergy_HSA=-3.88. (8) Drug 1: CC(C)(C#N)C1=CC(=CC(=C1)CN2C=NC=N2)C(C)(C)C#N. Drug 2: C1CN(P(=O)(OC1)NCCCl)CCCl. Cell line: SF-268. Synergy scores: CSS=1.55, Synergy_ZIP=0.585, Synergy_Bliss=2.01, Synergy_Loewe=-0.591, Synergy_HSA=1.21. (9) Drug 1: CC1CCC2CC(C(=CC=CC=CC(CC(C(=O)C(C(C(=CC(C(=O)CC(OC(=O)C3CCCCN3C(=O)C(=O)C1(O2)O)C(C)CC4CCC(C(C4)OC)O)C)C)O)OC)C)C)C)OC. Drug 2: C1CN(P(=O)(OC1)NCCCl)CCCl. Cell line: MDA-MB-435. Synergy scores: CSS=16.6, Synergy_ZIP=-5.68, Synergy_Bliss=-4.21, Synergy_Loewe=-92.0, Synergy_HSA=-4.43.